From a dataset of Reaction yield outcomes from USPTO patents with 853,638 reactions. Predict the reaction yield, written as a fraction of the theoretical maximum amount of product (1.0 means a 100% yield; for example, 0.34 means a 34% yield). (1) The reactants are [CH3:1][N:2]1[CH2:7][CH2:6][CH:5]([O:8][N:9]2C(=O)C3C(=CC=CC=3)C2=O)[CH2:4][CH2:3]1.O.NN. The catalyst is C(O)C.C(Cl)Cl. The product is [NH2:9][O:8][CH:5]1[CH2:6][CH2:7][N:2]([CH3:1])[CH2:3][CH2:4]1. The yield is 0.250. (2) The reactants are [CH:1](=O)[CH:2](C)[CH3:3].[C:6]([O:12][CH2:13][CH3:14])(=[O:11])[CH2:7][C:8]([O-])=O. The catalyst is CN(C)C1C=CN=CC=1.CN(C=O)C. The product is [CH3:1][CH:2]([CH3:3])[CH:8]=[CH:7][C:6]([O:12][CH2:13][CH3:14])=[O:11]. The yield is 0.960.